This data is from Catalyst prediction with 721,799 reactions and 888 catalyst types from USPTO. The task is: Predict which catalyst facilitates the given reaction. (1) Reactant: [F:1][C:2]([F:11])([F:10])[C:3]1[CH:8]=[C:7]([OH:9])[CH:6]=[CH:5][N:4]=1.[F:12][C:13]1[CH:14]=[C:15]([CH:18]=[CH:19][C:20]=1F)[CH:16]=[O:17].C(=O)([O-])[O-].[K+].[K+]. Product: [F:12][C:13]1[CH:14]=[C:15]([CH:18]=[CH:19][C:20]=1[O:9][C:7]1[CH:6]=[CH:5][N:4]=[C:3]([C:2]([F:1])([F:10])[F:11])[CH:8]=1)[CH:16]=[O:17]. The catalyst class is: 9. (2) Reactant: [CH2:1]([NH:5][C:6]1[CH:7]=[C:8]([S:12][C:13]2[CH:18]=[CH:17][C:16]([CH2:19][C:20]([O:22]CC)=[O:21])=[CH:15][CH:14]=2)[CH:9]=[CH:10][CH:11]=1)[CH2:2][CH2:3][CH3:4].[OH-].[Na+].O.C(O)C. Product: [CH2:1]([NH:5][C:6]1[CH:7]=[C:8]([S:12][C:13]2[CH:14]=[CH:15][C:16]([CH2:19][C:20]([OH:22])=[O:21])=[CH:17][CH:18]=2)[CH:9]=[CH:10][CH:11]=1)[CH2:2][CH2:3][CH3:4]. The catalyst class is: 1. (3) Reactant: [NH2:1][C:2]1[CH:7]=[CH:6][C:5]([OH:8])=[C:4]([F:9])[CH:3]=1.CC(C)([O-])C.[K+].[O:16]1[CH2:21][CH2:20][CH2:19][O:18][CH:17]1[C:22]1[CH:23]=[CH:24][C:25]([C:28]2[S:36][C:35]3[C:30](=[N:31][CH:32]=[CH:33][C:34]=3Cl)[CH:29]=2)=[N:26][CH:27]=1. Product: [O:16]1[CH2:21][CH2:20][CH2:19][O:18][CH:17]1[C:22]1[CH:23]=[CH:24][C:25]([C:28]2[S:36][C:35]3[C:30](=[N:31][CH:32]=[CH:33][C:34]=3[O:8][C:5]3[CH:6]=[CH:7][C:2]([NH2:1])=[CH:3][C:4]=3[F:9])[CH:29]=2)=[N:26][CH:27]=1. The catalyst class is: 58. (4) Reactant: [C:1]([O:5][C:6](=[O:14])[CH2:7]P(OC)(OC)=O)([CH3:4])([CH3:3])[CH3:2].C([Li])CCC.CCCCCC.[Br:26][C:27]1[CH:28]=[C:29]([C:33](=O)[CH3:34])[CH:30]=[CH:31][CH:32]=1. Product: [Br:26][C:27]1[CH:28]=[C:29](/[C:33](/[CH3:34])=[CH:7]/[C:6]([O:5][C:1]([CH3:4])([CH3:3])[CH3:2])=[O:14])[CH:30]=[CH:31][CH:32]=1. The catalyst class is: 7. (5) Reactant: [C:1]1([C:7]([C:10]2[CH:15]=[CH:14][CH:13]=[CH:12][CH:11]=2)=[CH:8][CH3:9])[CH:6]=[CH:5][CH:4]=[CH:3][CH:2]=1.ClCCCl.[Br:20]Br.N1C=CC=CC=1. Product: [Br:20][C:8]([CH3:9])=[C:7]([C:10]1[CH:11]=[CH:12][CH:13]=[CH:14][CH:15]=1)[C:1]1[CH:6]=[CH:5][CH:4]=[CH:3][CH:2]=1. The catalyst class is: 11.